Regression. Given a peptide amino acid sequence and an MHC pseudo amino acid sequence, predict their binding affinity value. This is MHC class I binding data. From a dataset of Peptide-MHC class I binding affinity with 185,985 pairs from IEDB/IMGT. (1) The peptide sequence is LLPDALLFTL. The MHC is HLA-A02:06 with pseudo-sequence HLA-A02:06. The binding affinity (normalized) is 0.596. (2) The peptide sequence is HPLARTAKV. The MHC is HLA-A02:11 with pseudo-sequence HLA-A02:11. The binding affinity (normalized) is 0.0847. (3) The peptide sequence is PECSDSPLVL. The MHC is HLA-B40:01 with pseudo-sequence HLA-B40:01. The binding affinity (normalized) is 0.0384. (4) The peptide sequence is HMIVGRQEK. The MHC is HLA-A03:01 with pseudo-sequence HLA-A03:01. The binding affinity (normalized) is 0.612. (5) The peptide sequence is YHSNVKEL. The MHC is HLA-A68:02 with pseudo-sequence HLA-A68:02. The binding affinity (normalized) is 0.